From a dataset of Full USPTO retrosynthesis dataset with 1.9M reactions from patents (1976-2016). Predict the reactants needed to synthesize the given product. (1) Given the product [CH:23]1(/[C:28](/[N:2]2[CH:3]=[C:4]([C:6]3[C:7]4[CH:14]=[CH:13][NH:12][C:8]=4[N:9]=[CH:10][N:11]=3)[CH:5]=[N:1]2)=[CH:29]/[C:30]#[N:31])[CH2:27][CH2:26][CH2:25][CH2:24]1, predict the reactants needed to synthesize it. The reactants are: [NH:1]1[CH:5]=[C:4]([C:6]2[C:7]3[CH:14]=[CH:13][N:12](COCC[Si](C)(C)C)[C:8]=3[N:9]=[CH:10][N:11]=2)[CH:3]=[N:2]1.[CH:23]1([C:28]#[C:29][C:30]#[N:31])[CH2:27][CH2:26][CH2:25][CH2:24]1.C(=O)([O-])[O-].[K+].[K+]. (2) Given the product [C:8]([O:7][C:6]([NH:5][CH2:4][CH2:3][CH:2]=[O:1])=[O:12])([CH3:11])([CH3:10])[CH3:9], predict the reactants needed to synthesize it. The reactants are: [OH:1][CH2:2][CH2:3][CH2:4][NH:5][C:6](=[O:12])[O:7][C:8]([CH3:11])([CH3:10])[CH3:9].CC(OI1(OC(C)=O)(OC(C)=O)OC(=O)C2C=CC=CC1=2)=O.[O-]S([O-])(=S)=O.[Na+].[Na+].C([O-])(O)=O.[Na+]. (3) Given the product [CH2:37]([C:24]1[CH:25]=[N:26][C:27]2[C:32]([C:23]=1[C:13]1[CH:12]=[C:11]([S:10][CH2:9][C:8]3[CH:20]=[CH:21][C:5]([CH2:4][C:1]([OH:3])=[O:2])=[CH:6][CH:7]=3)[CH:16]=[CH:15][CH:14]=1)=[CH:31][CH:30]=[CH:29][C:28]=2[C:33]([F:36])([F:34])[F:35])[C:39]1[CH:40]=[CH:41][CH:42]=[CH:43][CH:44]=1, predict the reactants needed to synthesize it. The reactants are: [C:1]([CH2:4][C:5]1[CH:21]=[CH:20][C:8]([CH2:9][S:10][C:11]2[CH:12]=[C:13](B(O)O)[CH:14]=[CH:15][CH:16]=2)=[CH:7][CH:6]=1)([OH:3])=[O:2].Cl[C:23]1[C:32]2[C:27](=[C:28]([C:33]([F:36])([F:35])[F:34])[CH:29]=[CH:30][CH:31]=2)[N:26]=[CH:25][C:24]=1[C:37]([C:39]1[CH:44]=[CH:43][CH:42]=[CH:41][CH:40]=1)=O. (4) Given the product [OH:51][CH:49]([C:34]1[C:35]2[C:40](=[CH:39][C:38]([C:41]([N:43]3[CH2:48][CH2:47][O:46][CH2:45][CH2:44]3)=[O:42])=[CH:37][CH:36]=2)[N:32]([C:29]2[N:28]=[CH:27][C:26]([C:57]3[CH:58]=[C:53]([CH3:52])[CH:54]=[CH:55][CH:56]=3)=[CH:31][N:30]=2)[N:33]=1)[CH3:50], predict the reactants needed to synthesize it. The reactants are: C(=O)([O-])[O-].[K+].[K+].F[B-](F)(F)F.C([PH+](C(C)(C)C)C(C)(C)C)(C)(C)C.Br[C:26]1[CH:27]=[N:28][C:29]([N:32]2[C:40]3[C:35](=[CH:36][CH:37]=[C:38]([C:41]([N:43]4[CH2:48][CH2:47][O:46][CH2:45][CH2:44]4)=[O:42])[CH:39]=3)[C:34]([CH:49]([OH:51])[CH3:50])=[N:33]2)=[N:30][CH:31]=1.[CH3:52][C:53]1[CH:54]=[C:55](B(O)O)[CH:56]=[CH:57][CH:58]=1. (5) Given the product [C:25]12([CH2:35][NH:36][C:7]([C:6]3[C:2]([Cl:1])=[N:3][N:4]([C:10]4[N:15]=[CH:14][CH:13]=[CH:12][N:11]=4)[CH:5]=3)=[O:9])[CH2:32][CH:31]3[CH2:30][CH:29]([CH2:28][CH:27]([CH2:33]3)[CH2:26]1)[CH2:34]2, predict the reactants needed to synthesize it. The reactants are: [Cl:1][C:2]1[C:6]([C:7]([OH:9])=O)=[CH:5][N:4]([C:10]2[N:15]=[CH:14][CH:13]=[CH:12][N:11]=2)[N:3]=1.CCN(C(C)C)C(C)C.[C:25]12([CH2:35][NH2:36])[CH2:34][CH:29]3[CH2:30][CH:31]([CH2:33][CH:27]([CH2:28]3)[CH2:26]1)[CH2:32]2.F[P-](F)(F)(F)(F)F.N1(O[P+](N(C)C)(N(C)C)N(C)C)C2C=CC=CC=2N=N1. (6) Given the product [NH2:13][C:12]1[C:11](=[N:10][NH:9][C:5]2[CH:6]=[CH:7][CH:8]=[C:3]([CH2:1][CH3:2])[CH:4]=2)[C:14]([NH2:15])=[N:32][N:31]=1, predict the reactants needed to synthesize it. The reactants are: [CH2:1]([C:3]1[CH:4]=[C:5]([NH:9][N:10]=[C:11]([C:14]#[N:15])[C:12]#[N:13])[CH:6]=[CH:7][CH:8]=1)[CH3:2].C(C1C=C(C=CC=1)N)C.C(#N)CC#N.O.[NH2:31][NH2:32]. (7) Given the product [O:5]=[C:6]1[CH2:11][CH2:10][CH:9]([C:12]2[CH:17]=[CH:16][C:15]([CH:18]([C:19]([O:21][CH2:22][CH3:23])=[O:20])[C:24]([O:26][CH2:27][CH3:28])=[O:25])=[CH:14][CH:13]=2)[CH2:8][CH2:7]1, predict the reactants needed to synthesize it. The reactants are: Cl.O1[C:6]2([CH2:11][CH2:10][CH:9]([C:12]3[CH:17]=[CH:16][C:15]([CH:18]([C:24]([O:26][CH2:27][CH3:28])=[O:25])[C:19]([O:21][CH2:22][CH3:23])=[O:20])=[CH:14][CH:13]=3)[CH2:8][CH2:7]2)[O:5]CC1.